From a dataset of Forward reaction prediction with 1.9M reactions from USPTO patents (1976-2016). Predict the product of the given reaction. (1) The product is: [Br:1][C:2]1[N:7]=[CH:6][C:5]2[N:8]=[C:9]([CH2:10][O:11][CH3:12])[N:14]([CH:15]([CH3:17])[CH3:16])[C:4]=2[CH:3]=1. Given the reactants [Br:1][C:2]1[N:7]=[CH:6][C:5]([NH:8][C:9](=O)[CH2:10][O:11][CH3:12])=[C:4]([NH:14][CH:15]([CH3:17])[CH3:16])[CH:3]=1.C(=O)([O-])[O-].[K+].[K+], predict the reaction product. (2) The product is: [C:1]([N:20]1[CH:24]=[C:23]([CH:25]([CH3:28])[C:26]#[N:27])[N:22]=[CH:21]1)([C:14]1[CH:15]=[CH:16][CH:17]=[CH:18][CH:19]=1)([C:8]1[CH:9]=[CH:10][CH:11]=[CH:12][CH:13]=1)[C:2]1[CH:7]=[CH:6][CH:5]=[CH:4][CH:3]=1. Given the reactants [C:1]([N:20]1[CH:24]=[C:23]([CH2:25][C:26]#[N:27])[N:22]=[CH:21]1)([C:14]1[CH:19]=[CH:18][CH:17]=[CH:16][CH:15]=1)([C:8]1[CH:13]=[CH:12][CH:11]=[CH:10][CH:9]=1)[C:2]1[CH:7]=[CH:6][CH:5]=[CH:4][CH:3]=1.[CH3:28]I.[H-].[Na+], predict the reaction product. (3) Given the reactants [N:1]1([CH2:7][C:8]2[CH:9]=[C:10]([C:14]3[CH:18]=[C:17]([CH2:19][CH:20]([CH3:22])[CH3:21])[S:16][C:15]=3[S:23]([NH:26]C(C)(C)C)(=[O:25])=[O:24])[CH:11]=[CH:12][CH:13]=2)[CH2:5][CH2:4][CH2:3][C:2]1=[O:6].B(Cl)(Cl)Cl.N1(C2C=CC=CN=2)CCCC1.Cl[C:47]([O:49][CH2:50][CH2:51][CH2:52][CH3:53])=[O:48].C(O)(=O)CC(CC(O)=O)(C(O)=O)O, predict the reaction product. The product is: [CH2:50]([O:49][C:47]([NH:26][S:23]([C:15]1[S:16][C:17]([CH2:19][CH:20]([CH3:21])[CH3:22])=[CH:18][C:14]=1[C:10]1[CH:11]=[CH:12][CH:13]=[C:8]([CH2:7][N:1]2[CH2:5][CH2:4][CH2:3][C:2]2=[O:6])[CH:9]=1)(=[O:25])=[O:24])=[O:48])[CH2:51][CH2:52][CH3:53]. (4) Given the reactants Br[C:2]1[CH:7]=[CH:6][C:5]([C:8]2[C:12]([C:13]3[CH:18]=[CH:17][N:16]=[CH:15][CH:14]=3)=[CH:11][N:10]([CH3:19])[N:9]=2)=[CH:4][CH:3]=1.[C:20]([C:22]1[CH:31]=[CH:30][C:29]2[C:24](=[CH:25][CH:26]=[CH:27][CH:28]=2)[N:23]=1)#[CH:21].C(N(CC)CC)C, predict the reaction product. The product is: [CH3:19][N:10]1[CH:11]=[C:12]([C:13]2[CH:18]=[CH:17][N:16]=[CH:15][CH:14]=2)[C:8]([C:5]2[CH:6]=[CH:7][C:2]([C:21]#[C:20][C:22]3[CH:31]=[CH:30][C:29]4[C:24](=[CH:25][CH:26]=[CH:27][CH:28]=4)[N:23]=3)=[CH:3][CH:4]=2)=[N:9]1. (5) Given the reactants [F:1][C:2]1[CH:3]=[C:4]([CH:24]=[C:25]([N+:27]([O-:29])=[O:28])[CH:26]=1)[O:5][C@H:6]1[CH2:10][CH2:9][N:8]([C:11]([O:13][C:14]([CH3:17])([CH3:16])[CH3:15])=[O:12])[C@@H:7]1[CH2:18]OS(C)(=O)=O.[CH3:30][NH2:31], predict the reaction product. The product is: [F:1][C:2]1[CH:3]=[C:4]([CH:24]=[C:25]([N+:27]([O-:29])=[O:28])[CH:26]=1)[O:5][C@H:6]1[CH2:10][CH2:9][N:8]([C:11]([O:13][C:14]([CH3:16])([CH3:17])[CH3:15])=[O:12])[C@@H:7]1[CH2:18][NH:31][CH3:30]. (6) Given the reactants [Cl:1][C:2]1[CH:15]=[CH:14][C:5]2[S:6][C:7]([S:10](Cl)(=[O:12])=[O:11])=[C:8]([CH3:9])[C:4]=2[CH:3]=1.[NH2:16]C1C=C2C(C=CN2CCN(C)C)=CC=1, predict the reaction product. The product is: [Cl:1][C:2]1[CH:15]=[CH:14][C:5]2[S:6][C:7]([S:10]([NH2:16])(=[O:12])=[O:11])=[C:8]([CH3:9])[C:4]=2[CH:3]=1. (7) Given the reactants [CH:1]1([C@@H:7]2[CH2:12][NH:11][CH2:10][C:9](=[O:13])[N:8]2[C:14]2[CH:18]=[C:17]([C:19]3[CH:24]=[CH:23][CH:22]=[CH:21][CH:20]=3)[S:16][C:15]=2[C:25]([OH:27])=[O:26])[CH2:6][CH2:5][CH2:4][CH2:3][CH2:2]1.[F:28][C:29]1[C:30]([N:37]2[CH2:42][CH2:41][O:40][CH2:39][CH2:38]2)=[C:31]([CH:34]=[CH:35][CH:36]=1)[CH:32]=O.C(O[BH-](OC(=O)C)OC(=O)C)(=O)C.[Na+], predict the reaction product. The product is: [CH:1]1([C@@H:7]2[CH2:12][N:11]([CH2:32][C:31]3[CH:34]=[CH:35][CH:36]=[C:29]([F:28])[C:30]=3[N:37]3[CH2:38][CH2:39][O:40][CH2:41][CH2:42]3)[CH2:10][C:9](=[O:13])[N:8]2[C:14]2[CH:18]=[C:17]([C:19]3[CH:20]=[CH:21][CH:22]=[CH:23][CH:24]=3)[S:16][C:15]=2[C:25]([OH:27])=[O:26])[CH2:2][CH2:3][CH2:4][CH2:5][CH2:6]1. (8) Given the reactants [C:1]([C:5]1[CH:10]=[CH:9][CH:8]=[CH:7][C:6]=1[N:11]1[CH2:16][CH2:15][N:14]([C:17]([C:19]2[CH:24]=[CH:23][C:22]([OH:25])=[CH:21][CH:20]=2)=[O:18])[CH2:13][CH2:12]1)([CH3:4])([CH3:3])[CH3:2].Br[CH2:27][C:28]([O:30][CH3:31])=[O:29].C(=O)([O-])[O-].[K+].[K+].CN(C)C=O, predict the reaction product. The product is: [C:1]([C:5]1[CH:10]=[CH:9][CH:8]=[CH:7][C:6]=1[N:11]1[CH2:12][CH2:13][N:14]([C:17]([C:19]2[CH:20]=[CH:21][C:22]([O:25][CH2:27][C:28]([O:30][CH3:31])=[O:29])=[CH:23][CH:24]=2)=[O:18])[CH2:15][CH2:16]1)([CH3:4])([CH3:2])[CH3:3]. (9) Given the reactants [F:1][C:2]1[C:3]([NH:23][C:24]2[CH:29]=[CH:28][C:27](I)=[CH:26][C:25]=2[F:31])=[C:4]([C:9]2[O:13][C:12]([NH:14][CH2:15][CH2:16][N:17]3[CH2:22][CH2:21][O:20][CH2:19][CH2:18]3)=[N:11][N:10]=2)[CH:5]=[CH:6][C:7]=1[F:8].[CH3:32][Si:33]([C:36]#[CH:37])([CH3:35])[CH3:34], predict the reaction product. The product is: [F:1][C:2]1[C:3]([NH:23][C:24]2[CH:29]=[CH:28][C:27]([C:37]#[C:36][Si:33]([CH3:35])([CH3:34])[CH3:32])=[CH:26][C:25]=2[F:31])=[C:4]([C:9]2[O:13][C:12]([NH:14][CH2:15][CH2:16][N:17]3[CH2:22][CH2:21][O:20][CH2:19][CH2:18]3)=[N:11][N:10]=2)[CH:5]=[CH:6][C:7]=1[F:8]. (10) Given the reactants Cl.[O:2]1[CH2:6][CH2:5][CH:4]([CH2:7][NH2:8])[CH2:3]1.C(N(CC)CC)C.[CH2:16]1[C:25]2[C:20](=[CH:21][CH:22]=[CH:23][CH:24]=2)[CH2:19][CH2:18][CH:17]1[CH2:26][O:27][CH2:28][C:29]1[O:33][N:32]=[C:31]([C:34](O)=[O:35])[CH:30]=1.ON1C2C=CC=CC=2N=N1.Cl.C(N=C=NCCCN(C)C)C.Cl, predict the reaction product. The product is: [O:2]1[CH2:6][CH2:5][CH:4]([CH2:7][NH:8][C:34]([C:31]2[CH:30]=[C:29]([CH2:28][O:27][CH2:26][CH:17]3[CH2:18][CH2:19][C:20]4[C:25](=[CH:24][CH:23]=[CH:22][CH:21]=4)[CH2:16]3)[O:33][N:32]=2)=[O:35])[CH2:3]1.